Task: Regression. Given two drug SMILES strings and cell line genomic features, predict the synergy score measuring deviation from expected non-interaction effect.. Dataset: NCI-60 drug combinations with 297,098 pairs across 59 cell lines (1) Drug 1: C1=CN(C(=O)N=C1N)C2C(C(C(O2)CO)O)(F)F. Synergy scores: CSS=55.6, Synergy_ZIP=8.31, Synergy_Bliss=9.88, Synergy_Loewe=-14.2, Synergy_HSA=10.8. Drug 2: C1CC(CCC1OC2=C(C(=CC=C2)Cl)F)(CC3=NC(=CC=C3)NC4=NC=CS4)C(=O)O. Cell line: SK-OV-3. (2) Drug 1: C1CCC(CC1)NC(=O)N(CCCl)N=O. Drug 2: C1=NC(=NC(=O)N1C2C(C(C(O2)CO)O)O)N. Cell line: UO-31. Synergy scores: CSS=12.7, Synergy_ZIP=-2.34, Synergy_Bliss=2.89, Synergy_Loewe=3.73, Synergy_HSA=3.72. (3) Drug 1: C1=CC(=C2C(=C1NCCNCCO)C(=O)C3=C(C=CC(=C3C2=O)O)O)NCCNCCO. Drug 2: CC1=C(C(=O)C2=C(C1=O)N3CC4C(C3(C2COC(=O)N)OC)N4)N. Cell line: MCF7. Synergy scores: CSS=53.3, Synergy_ZIP=8.52, Synergy_Bliss=8.04, Synergy_Loewe=13.0, Synergy_HSA=14.7. (4) Drug 1: C1=CC(=CC=C1CCC2=CNC3=C2C(=O)NC(=N3)N)C(=O)NC(CCC(=O)O)C(=O)O. Drug 2: C1=CC(=CC=C1C#N)C(C2=CC=C(C=C2)C#N)N3C=NC=N3. Cell line: BT-549. Synergy scores: CSS=5.11, Synergy_ZIP=-5.73, Synergy_Bliss=-4.01, Synergy_Loewe=-11.7, Synergy_HSA=-5.04. (5) Synergy scores: CSS=33.7, Synergy_ZIP=-5.98, Synergy_Bliss=-0.857, Synergy_Loewe=1.24, Synergy_HSA=3.02. Drug 2: C1C(C(OC1N2C=NC3=C(N=C(N=C32)Cl)N)CO)O. Drug 1: CC1OCC2C(O1)C(C(C(O2)OC3C4COC(=O)C4C(C5=CC6=C(C=C35)OCO6)C7=CC(=C(C(=C7)OC)O)OC)O)O. Cell line: BT-549. (6) Drug 1: CN1C(=O)N2C=NC(=C2N=N1)C(=O)N. Drug 2: CC12CCC3C(C1CCC2O)C(CC4=C3C=CC(=C4)O)CCCCCCCCCS(=O)CCCC(C(F)(F)F)(F)F. Cell line: NCIH23. Synergy scores: CSS=-5.31, Synergy_ZIP=2.81, Synergy_Bliss=-0.147, Synergy_Loewe=-4.00, Synergy_HSA=-4.79. (7) Drug 1: COC1=CC(=CC(=C1O)OC)C2C3C(COC3=O)C(C4=CC5=C(C=C24)OCO5)OC6C(C(C7C(O6)COC(O7)C8=CC=CS8)O)O. Drug 2: CCC1(C2=C(COC1=O)C(=O)N3CC4=CC5=C(C=CC(=C5CN(C)C)O)N=C4C3=C2)O.Cl. Cell line: CCRF-CEM. Synergy scores: CSS=84.1, Synergy_ZIP=0.230, Synergy_Bliss=1.25, Synergy_Loewe=1.40, Synergy_HSA=4.01. (8) Drug 1: CC12CCC3C(C1CCC2=O)CC(=C)C4=CC(=O)C=CC34C. Drug 2: C1CN(P(=O)(OC1)NCCCl)CCCl. Cell line: MCF7. Synergy scores: CSS=10.2, Synergy_ZIP=-3.09, Synergy_Bliss=-3.22, Synergy_Loewe=-16.9, Synergy_HSA=-4.50. (9) Drug 1: CN(C)C1=NC(=NC(=N1)N(C)C)N(C)C. Drug 2: C1C(C(OC1N2C=C(C(=O)NC2=O)F)CO)O. Cell line: MDA-MB-231. Synergy scores: CSS=47.5, Synergy_ZIP=17.0, Synergy_Bliss=16.7, Synergy_Loewe=-50.3, Synergy_HSA=14.0. (10) Drug 1: CCCS(=O)(=O)NC1=C(C(=C(C=C1)F)C(=O)C2=CNC3=C2C=C(C=N3)C4=CC=C(C=C4)Cl)F. Drug 2: CS(=O)(=O)CCNCC1=CC=C(O1)C2=CC3=C(C=C2)N=CN=C3NC4=CC(=C(C=C4)OCC5=CC(=CC=C5)F)Cl. Cell line: ACHN. Synergy scores: CSS=25.4, Synergy_ZIP=2.80, Synergy_Bliss=8.22, Synergy_Loewe=4.35, Synergy_HSA=8.18.